This data is from Full USPTO retrosynthesis dataset with 1.9M reactions from patents (1976-2016). The task is: Predict the reactants needed to synthesize the given product. (1) Given the product [Cl:11][C:12]1[CH:17]=[CH:16][C:15]([S:18][C:2]2[C:9]([F:10])=[CH:8][CH:7]=[CH:6][C:3]=2[CH:4]=[O:5])=[CH:14][CH:13]=1, predict the reactants needed to synthesize it. The reactants are: F[C:2]1[C:9]([F:10])=[CH:8][CH:7]=[CH:6][C:3]=1[CH:4]=[O:5].[Cl:11][C:12]1[CH:17]=[CH:16][C:15]([SH:18])=[CH:14][CH:13]=1.C([O-])([O-])=O.[K+].[K+].O. (2) Given the product [NH2:9][C:10]1[CH:11]=[C:12]([N:19]2[CH2:20][CH2:21][N:22]([C:25]([O:27][C:28]([CH3:31])([CH3:30])[CH3:29])=[O:26])[CH2:23][CH2:24]2)[C:13]([Br:8])=[N:14][C:15]=1[N+:16]([O-:18])=[O:17], predict the reactants needed to synthesize it. The reactants are: C1C(=O)N([Br:8])C(=O)C1.[NH2:9][C:10]1[CH:11]=[C:12]([N:19]2[CH2:24][CH2:23][N:22]([C:25]([O:27][C:28]([CH3:31])([CH3:30])[CH3:29])=[O:26])[CH2:21][CH2:20]2)[CH:13]=[N:14][C:15]=1[N+:16]([O-:18])=[O:17]. (3) Given the product [C:10]1([CH3:13])[CH:11]=[CH:12][C:7]([N:6]([C:14]2[CH:15]=[CH:16][C:17]([CH3:20])=[CH:18][CH:19]=2)[C:5]2[CH:4]=[CH:3][C:2]([B:28]([OH:31])[OH:29])=[CH:22][CH:21]=2)=[CH:8][CH:9]=1, predict the reactants needed to synthesize it. The reactants are: Br[C:2]1[CH:22]=[CH:21][C:5]([N:6]([C:14]2[CH:19]=[CH:18][C:17]([CH3:20])=[CH:16][CH:15]=2)[C:7]2[CH:12]=[CH:11][C:10]([CH3:13])=[CH:9][CH:8]=2)=[CH:4][CH:3]=1.[Li]CCCC.[B:28](OC)([O:31]C)[O:29]C.Cl. (4) The reactants are: [C:1]([OH:5])(=[O:4])[CH:2]=[O:3].[O:6]([C:8]1[CH:18]=[CH:17][C:11]([CH2:12][NH:13][CH2:14][CH2:15]O)=[CH:10][CH:9]=1)[CH3:7].O. Given the product [OH:4][CH:1]1[O:5][CH2:15][CH2:14][N:13]([CH2:12][C:11]2[CH:10]=[CH:9][C:8]([O:6][CH3:7])=[CH:18][CH:17]=2)[C:2]1=[O:3], predict the reactants needed to synthesize it. (5) Given the product [F:1][C:2]1[CH:7]=[C:6]([OH:8])[CH:5]=[C:4]([F:10])[C:3]=1[CH2:11][CH2:12][C:13]([OH:15])=[O:14], predict the reactants needed to synthesize it. The reactants are: [F:1][C:2]1[CH:7]=[C:6]([O:8]C)[CH:5]=[C:4]([F:10])[C:3]=1[CH2:11][CH2:12][C:13]([O:15]C(C)(C)C)=[O:14]. (6) Given the product [CH:13]1([C:12]2[C:7]([C:32]3[CH:33]=[C:34]4[C:39](=[CH:40][CH:41]=3)[O:38][CH2:37][CH2:36][CH2:35]4)=[C:8]([CH:20]=[CH2:21])[C:9]([CH3:19])=[C:10]([N+:16]([O-:18])=[O:17])[CH:11]=2)[CH2:15][CH2:14]1, predict the reactants needed to synthesize it. The reactants are: FC(F)(F)S(O[C:7]1[C:12]([CH:13]2[CH2:15][CH2:14]2)=[CH:11][C:10]([N+:16]([O-:18])=[O:17])=[C:9]([CH3:19])[C:8]=1[CH:20]=[CH2:21])(=O)=O.CC1(C)C(C)(C)OB([C:32]2[CH:33]=[C:34]3[C:39](=[CH:40][CH:41]=2)[O:38][CH2:37][CH2:36][CH2:35]3)O1.P([O-])([O-])([O-])=O.[K+].[K+].[K+]. (7) Given the product [CH3:24][N:22]([CH3:23])[C:13]1([C:16]2[CH:17]=[CH:18][CH:19]=[CH:20][CH:21]=2)[CH2:12][CH2:11][CH:10]([NH:9][C:8]([N:38]2[CH2:39][CH2:40][CH2:41][CH:36]([C:30]3[C:29]4[C:33](=[CH:34][CH:35]=[C:27]([F:26])[CH:28]=4)[NH:32][CH:31]=3)[CH2:37]2)=[O:25])[CH2:15][CH2:14]1, predict the reactants needed to synthesize it. The reactants are: C1(O[C:8](=[O:25])[NH:9][CH:10]2[CH2:15][CH2:14][C:13]([N:22]([CH3:24])[CH3:23])([C:16]3[CH:21]=[CH:20][CH:19]=[CH:18][CH:17]=3)[CH2:12][CH2:11]2)C=CC=CC=1.[F:26][C:27]1[CH:28]=[C:29]2[C:33](=[CH:34][CH:35]=1)[NH:32][CH:31]=[C:30]2[CH:36]1[CH2:41][CH2:40][CH2:39][NH:38][CH2:37]1.